The task is: Binary Classification. Given a T-cell receptor sequence (or CDR3 region) and an epitope sequence, predict whether binding occurs between them.. This data is from TCR-epitope binding with 47,182 pairs between 192 epitopes and 23,139 TCRs. (1) The TCR CDR3 sequence is CASSLDSAGAFWEQFF. Result: 0 (the TCR does not bind to the epitope). The epitope is LLFNKVTLA. (2) The epitope is YLQPRTFLL. The TCR CDR3 sequence is CASSLDIEAFF. Result: 1 (the TCR binds to the epitope). (3) The TCR CDR3 sequence is CASSLPTGGEQYF. The epitope is LEPLVDLPI. Result: 1 (the TCR binds to the epitope). (4) The epitope is SSNVANYQK. The TCR CDR3 sequence is CASSSGQQETQYF. Result: 1 (the TCR binds to the epitope). (5) The epitope is KLSYGIATV. The TCR CDR3 sequence is CASSLIAGGLDTQYF. Result: 1 (the TCR binds to the epitope).